From a dataset of Peptide-MHC class II binding affinity with 134,281 pairs from IEDB. Regression. Given a peptide amino acid sequence and an MHC pseudo amino acid sequence, predict their binding affinity value. This is MHC class II binding data. (1) The peptide sequence is PTPLAKEDFLRCLVK. The MHC is DRB1_0405 with pseudo-sequence DRB1_0405. The binding affinity (normalized) is 0.177. (2) The peptide sequence is LPKPPKPVSKMRMATPLLMGALPM. The MHC is H-2-IAs with pseudo-sequence H-2-IAs. The binding affinity (normalized) is 0.640. (3) The peptide sequence is LARALVRAVAESHGV. The MHC is DRB3_0202 with pseudo-sequence DRB3_0202. The binding affinity (normalized) is 0.413. (4) The peptide sequence is EHREVLWKFDSQLAHRH. The MHC is HLA-DQA10401-DQB10402 with pseudo-sequence HLA-DQA10401-DQB10402. The binding affinity (normalized) is 0.105. (5) The peptide sequence is TVLFGVSRSMGIGSQ. The MHC is HLA-DQA10501-DQB10301 with pseudo-sequence HLA-DQA10501-DQB10301. The binding affinity (normalized) is 0.0855. (6) The peptide sequence is NLADAVSKAPQLVPK. The MHC is DRB1_0101 with pseudo-sequence DRB1_0101. The binding affinity (normalized) is 0.352. (7) The peptide sequence is SEMFMPRSIGGPVSS. The MHC is HLA-DQA10102-DQB10501 with pseudo-sequence HLA-DQA10102-DQB10501. The binding affinity (normalized) is 0.461. (8) The binding affinity (normalized) is 0.867. The peptide sequence is YYAIHKASPVLAFPA. The MHC is DRB1_0101 with pseudo-sequence DRB1_0101. (9) The peptide sequence is YNEPTAAAIAYGLDR. The MHC is HLA-DQA10501-DQB10301 with pseudo-sequence HLA-DQA10501-DQB10301. The binding affinity (normalized) is 0.660.